This data is from Reaction yield outcomes from USPTO patents with 853,638 reactions. The task is: Predict the reaction yield, written as a fraction of the theoretical maximum amount of product (1.0 means a 100% yield; for example, 0.34 means a 34% yield). (1) The reactants are [Cl:1][C:2]1[CH:15]=[C:14](/[CH:16]=[CH:17]/[CH:18]([C:23]2[CH:28]=[C:27]([Cl:29])[C:26]([Cl:30])=[C:25]([Cl:31])[CH:24]=2)[C:19]([F:22])([F:21])[F:20])[CH:13]=[CH:12][C:3]=1[CH2:4][NH:5][C:6](=[O:11])[CH2:7][CH2:8]SC.O[O:33][S:34]([O-:36])=O.[K+].[CH3:38]C(C)=O. The catalyst is O. The product is [Cl:1][C:2]1[CH:15]=[C:14](/[CH:16]=[CH:17]/[CH:18]([C:23]2[CH:24]=[C:25]([Cl:31])[C:26]([Cl:30])=[C:27]([Cl:29])[CH:28]=2)[C:19]([F:22])([F:21])[F:20])[CH:13]=[CH:12][C:3]=1[CH2:4][NH:5][C:6](=[O:11])[CH2:7][CH2:8][S:34]([CH3:38])(=[O:36])=[O:33]. The yield is 0.600. (2) The reactants are C[O:2][C:3](=O)[C:4]1[CH:9]=[CH:8][C:7]([CH2:10][N:11]([CH2:22][C:23]2[NH:27][C:26]3[CH:28]=[CH:29][CH:30]=[CH:31][C:25]=3[N:24]=2)[CH:12]2[C:21]3[N:20]=[CH:19][CH:18]=[CH:17][C:16]=3[CH2:15][CH2:14][CH2:13]2)=[CH:6][CH:5]=1.O.[NH2:34][NH2:35].C(=O)(O)[O-].[Na+]. The catalyst is C(O)C. The product is [NH:24]1[C:25]2[CH:31]=[CH:30][CH:29]=[CH:28][C:26]=2[N:27]=[C:23]1[CH2:22][N:11]([CH2:10][C:7]1[CH:6]=[CH:5][C:4]([C:3]([NH:34][NH2:35])=[O:2])=[CH:9][CH:8]=1)[CH:12]1[C:21]2[N:20]=[CH:19][CH:18]=[CH:17][C:16]=2[CH2:15][CH2:14][CH2:13]1. The yield is 0.610. (3) The reactants are [H-].[Na+].[C:3]([NH:6][CH:7]([C:13]([O:15][CH2:16][CH3:17])=[O:14])[C:8]([O:10][CH2:11][CH3:12])=[O:9])(=[O:5])[CH3:4].Br[CH:19]1[CH2:28][CH2:27][C:26]2[C:21](=[CH:22][CH:23]=[C:24]([CH2:29][CH2:30][CH2:31][CH2:32][CH2:33][CH2:34][CH2:35][CH3:36])[CH:25]=2)[C:20]1=[O:37]. The catalyst is CN(C=O)C. The product is [CH2:11]([O:10][C:8](=[O:9])[C:7]([NH:6][C:3](=[O:5])[CH3:4])([CH:19]1[CH2:28][CH2:27][C:26]2[C:21](=[CH:22][CH:23]=[C:24]([CH2:29][CH2:30][CH2:31][CH2:32][CH2:33][CH2:34][CH2:35][CH3:36])[CH:25]=2)[C:20]1=[O:37])[C:13]([O:15][CH2:16][CH3:17])=[O:14])[CH3:12]. The yield is 0.750.